The task is: Predict the reaction yield, written as a fraction of the theoretical maximum amount of product (1.0 means a 100% yield; for example, 0.34 means a 34% yield).. This data is from Reaction yield outcomes from USPTO patents with 853,638 reactions. (1) The reactants are [Br:1][C:2]1[CH:3]=[C:4]([C:8]2([C:16]3[CH:21]=[CH:20][C:19]([OH:22])=[CH:18][CH:17]=3)[NH:12][C:11](=[S:13])[N:10]([CH3:14])[C:9]2=[O:15])[CH:5]=[CH:6][CH:7]=1.[CH2:23]([S:26](Cl)(=[O:28])=[O:27])[CH2:24][CH3:25]. No catalyst specified. The product is [CH2:23]([S:26]([O:22][C:19]1[CH:18]=[CH:17][C:16]([C:8]2([C:4]3[CH:5]=[CH:6][CH:7]=[C:2]([Br:1])[CH:3]=3)[C:9](=[O:15])[N:10]([CH3:14])[C:11](=[S:13])[NH:12]2)=[CH:21][CH:20]=1)(=[O:28])=[O:27])[CH2:24][CH3:25]. The yield is 0.860. (2) The reactants are [CH3:1][N:2]1[C:6]([CH2:7][O:8][C:9]2[CH:17]=[CH:16][C:12]([C:13]([OH:15])=O)=[CH:11][N:10]=2)=[C:5]([C:18]2[CH:23]=[CH:22][CH:21]=[CH:20][CH:19]=2)[N:4]=[N:3]1.[NH2:24][CH2:25][CH:26]1[CH2:28][CH2:27]1. No catalyst specified. The product is [CH:26]1([CH2:25][NH:24][C:13](=[O:15])[C:12]2[CH:16]=[CH:17][C:9]([O:8][CH2:7][C:6]3[N:2]([CH3:1])[N:3]=[N:4][C:5]=3[C:18]3[CH:23]=[CH:22][CH:21]=[CH:20][CH:19]=3)=[N:10][CH:11]=2)[CH2:28][CH2:27]1. The yield is 0.790. (3) The reactants are Br[C:2]1[S:6][C:5]([NH:7][C:8]([NH:10][C:11]2[CH:16]=[CH:15][C:14]([CH3:17])=[CH:13][C:12]=2[C:18]([CH:20]2[CH2:24][CH2:23][CH2:22][CH2:21]2)=[O:19])=[O:9])=[N:4][CH:3]=1.[CH3:25][O:26][C:27](=[O:31])[CH:28]([SH:30])[CH3:29]. No catalyst specified. The product is [CH3:25][O:26][C:27](=[O:31])[CH:28]([S:30][C:2]1[S:6][C:5]([NH:7][C:8]([NH:10][C:11]2[CH:16]=[CH:15][C:14]([CH3:17])=[CH:13][C:12]=2[C:18]([CH:20]2[CH2:24][CH2:23][CH2:22][CH2:21]2)=[O:19])=[O:9])=[N:4][CH:3]=1)[CH3:29]. The yield is 0.280. (4) The reactants are O[O:2][S:3]([O-:5])=O.[K+].[CH:7]1([C:12]2[C:17]([C:18]([O:20][CH3:21])=[O:19])=[CH:16][N:15]=[C:14](SC)[N:13]=2)[CH2:11][CH2:10][CH2:9][CH2:8]1.[C:24](#N)C. The catalyst is O. The product is [CH:7]1([C:12]2[C:17]([C:18]([O:20][CH3:21])=[O:19])=[CH:16][N:15]=[C:14]([S:3]([CH3:24])(=[O:5])=[O:2])[N:13]=2)[CH2:8][CH2:9][CH2:10][CH2:11]1. The yield is 0.860. (5) The reactants are Cl.[C:2]([NH:6][NH2:7])([CH3:5])([CH3:4])[CH3:3].Cl.[F:9][C:10]([F:20])([F:19])[C:11](=O)[CH2:12][C:13](OCC)=[O:14]. The catalyst is C(O)C. The product is [C:2]([N:6]1[C:13]([OH:14])=[CH:12][C:11]([C:10]([F:20])([F:19])[F:9])=[N:7]1)([CH3:5])([CH3:4])[CH3:3]. The yield is 0.591. (6) The product is [CH2:6]([N:7]([CH2:10][CH3:11])[CH2:8][CH3:9])[CH:5]1[O:12][CH2:4]1. The catalyst is O. The reactants are [OH-].[Na+].Cl[CH2:4][CH:5]([OH:12])[CH2:6][N:7]([CH2:10][CH3:11])[CH2:8][CH3:9]. The yield is 0.760. (7) The reactants are [CH3:1][O:2][C:3]([NH:5][C@H:6]([C:11]([N:13]1[CH2:17][C@@H:16]([CH3:18])[CH2:15][C@H:14]1[C:19]1[NH:20][C:21]([C:24]2[CH:29]=[C:28]3[CH2:30][O:31][C:32]4[CH:59]=[C:58]5[C:35]([CH:36]=[CH:37][C:38]6[N:42]=[C:41]([C@@H:43]7[CH2:47][C@H:46]([CH2:48][O:49][CH3:50])[CH2:45][N:44]7[C:51](OC(C)(C)C)=[O:52])[NH:40][C:39]=65)=[CH:34][C:33]=4[C:27]3=[CH:26][CH:25]=2)=[CH:22][N:23]=1)=[O:12])[C@@H:7]([CH2:9][CH3:10])[CH3:8])=[O:4].[CH3:60][O:61][C:62]([NH:64][C@@H:65]([CH:69]([CH3:71])[CH3:70])C(O)=O)=[O:63].CN(C(ON1N=NC2C=CC=NC1=2)=[N+](C)C)C.F[P-](F)(F)(F)(F)F.CN1CCOCC1. The catalyst is Cl.CCO.CN(C=O)C. The product is [CH3:1][O:2][C:3]([NH:5][C@@H:6]([C@H:7]([CH3:8])[CH2:9][CH3:10])[C:11]([N:13]1[CH2:17][C@@H:16]([CH3:18])[CH2:15][C@H:14]1[C:19]1[NH:20][C:21]([C:24]2[CH:29]=[C:28]3[CH2:30][O:31][C:34]4[CH:35]=[C:58]5[C:59]([CH:36]=[CH:37][C:38]6[N:42]=[C:41]([C@@H:43]7[CH2:47][C@H:46]([CH2:48][O:49][CH3:50])[CH2:45][N:44]7[C:51](=[O:52])[C@@H:65]([NH:64][C:62](=[O:63])[O:61][CH3:60])[CH:69]([CH3:71])[CH3:70])[NH:40][C:39]=65)=[CH:32][C:33]=4[C:27]3=[CH:26][CH:25]=2)=[CH:22][N:23]=1)=[O:12])=[O:4]. The yield is 0.710.